This data is from Retrosynthesis with 50K atom-mapped reactions and 10 reaction types from USPTO. The task is: Predict the reactants needed to synthesize the given product. (1) Given the product CCOC(=O)COc1cccc2c1CCCC2NC(C)c1nc(-c2ccccc2)c(-c2ccccc2)o1, predict the reactants needed to synthesize it. The reactants are: CC(NC1CCCc2c(O)cccc21)c1nc(-c2ccccc2)c(-c2ccccc2)o1.CCOC(=O)CBr. (2) Given the product CNc1ncnc2c1ncn2CCc1cc(NC(=O)c2cccc(C(F)(F)F)c2)ccc1C, predict the reactants needed to synthesize it. The reactants are: CNc1ncnc2c1ncn2/C=C/c1cc(NC(=O)c2cccc(C(F)(F)F)c2)ccc1C.